This data is from Catalyst prediction with 721,799 reactions and 888 catalyst types from USPTO. The task is: Predict which catalyst facilitates the given reaction. (1) Reactant: [CH2:1]([O:8][C:9]([N:11]1[CH2:15][C@H:14]([O:16][C:17]([CH3:20])([CH3:19])[CH3:18])[CH2:13][C@H:12]1[C:21](O)=[O:22])=[O:10])[C:2]1[CH:7]=[CH:6][CH:5]=[CH:4][CH:3]=1.C(N(CC)CC)C.ClC(OCC)=O.[BH4-].[Na+].Cl. Product: [CH2:1]([O:8][C:9]([N:11]1[CH2:15][C@H:14]([O:16][C:17]([CH3:18])([CH3:19])[CH3:20])[CH2:13][C@H:12]1[CH2:21][OH:22])=[O:10])[C:2]1[CH:7]=[CH:6][CH:5]=[CH:4][CH:3]=1. The catalyst class is: 36. (2) Reactant: [OH:1][CH:2]([CH2:39][CH2:40][CH2:41]O)[CH2:3][O:4][C@H:5]1[CH2:10][CH2:9][C@H:8]([N:11]2[C:16](=[O:17])[C:15]([CH2:18][C:19]3[CH:24]=[CH:23][C:22]([C:25]4[C:26]([C:31]#[N:32])=[CH:27][CH:28]=[CH:29][CH:30]=4)=[CH:21][CH:20]=3)=[C:14]([CH2:33][CH2:34][CH3:35])[N:13]3[N:36]=[CH:37][N:38]=[C:12]23)[CH2:7][CH2:6]1.C1(P(C2C=CC=CC=2)C2C=CC=CC=2)C=CC=CC=1.N(C(OCC)=O)=NC(OCC)=O.O. Product: [O:17]=[C:16]1[C:15]([CH2:18][C:19]2[CH:20]=[CH:21][C:22]([C:25]3[C:26]([C:31]#[N:32])=[CH:27][CH:28]=[CH:29][CH:30]=3)=[CH:23][CH:24]=2)=[C:14]([CH2:33][CH2:34][CH3:35])[N:13]2[N:36]=[CH:37][N:38]=[C:12]2[N:11]1[C@H:8]1[CH2:9][CH2:10][C@H:5]([O:4][CH2:3][CH:2]2[CH2:39][CH2:40][CH2:41][O:1]2)[CH2:6][CH2:7]1. The catalyst class is: 7. (3) Reactant: [CH3:1][O:2][C:3](=[O:13])[C:4]1[CH:9]=[CH:8][C:7]([NH:10][CH3:11])=[C:6]([NH2:12])[CH:5]=1.[NH2:14][C:15]1[S:16][C:17]2[CH:23]=[C:22]([F:24])[CH:21]=[CH:20][C:18]=2[N:19]=1.[C:25](N1C=CN=C1)(N1C=CN=C1)=S. Product: [CH3:1][O:2][C:3]([C:4]1[CH:9]=[CH:8][C:7]2[N:10]([CH3:25])[C:11]([NH:14][C:15]3[S:16][C:17]4[CH:23]=[C:22]([F:24])[CH:21]=[CH:20][C:18]=4[N:19]=3)=[N:12][C:6]=2[CH:5]=1)=[O:13]. The catalyst class is: 344. (4) Reactant: [Na].[Br:2][C:3]1[CH:8]=[CH:7][C:6]([OH:9])=[CH:5][CH:4]=1.[CH:10]12[O:16][CH:15]1[CH2:14][CH2:13][CH2:12][CH2:11]2. Product: [Br:2][C:3]1[CH:8]=[CH:7][C:6]([O:9][C@@H:14]2[CH2:13][CH2:12][CH2:11][CH2:10][C@H:15]2[OH:16])=[CH:5][CH:4]=1. The catalyst class is: 8. (5) Reactant: [CH2:1]([O:3][C:4]([C:6]1[CH:10]=[C:9]([C:11]2[CH:16]=[CH:15][CH:14]=[CH:13][C:12]=2[O:17][CH2:18][C:19]2[CH:24]=[CH:23][CH:22]=[CH:21][CH:20]=2)[NH:8][N:7]=1)=[O:5])[CH3:2].[C:25]([O-])([O-])=O.[K+].[K+].CI. Product: [CH2:1]([O:3][C:4]([C:6]1[CH:10]=[C:9]([C:11]2[CH:16]=[CH:15][CH:14]=[CH:13][C:12]=2[O:17][CH2:18][C:19]2[CH:24]=[CH:23][CH:22]=[CH:21][CH:20]=2)[N:8]([CH3:25])[N:7]=1)=[O:5])[CH3:2]. The catalyst class is: 3. (6) Reactant: F[C:2]1[CH:7]=[C:6]([F:8])[CH:5]=[CH:4][C:3]=1[N+:9]([O-:11])=[O:10].C(N(C(C)C)CC)(C)C.Cl.Cl.[CH2:23]([O:25][C@H:26]1[CH2:31][CH2:30][C@H:29]([N:32]2[CH2:37][CH2:36][CH:35]([NH2:38])[CH2:34][CH2:33]2)[CH2:28][CH2:27]1)[CH3:24]. Product: [CH2:23]([O:25][C@H:26]1[CH2:27][CH2:28][C@H:29]([N:32]2[CH2:33][CH2:34][CH:35]([NH:38][C:2]3[CH:7]=[C:6]([F:8])[CH:5]=[CH:4][C:3]=3[N+:9]([O-:11])=[O:10])[CH2:36][CH2:37]2)[CH2:30][CH2:31]1)[CH3:24]. The catalyst class is: 3.